Dataset: Retrosynthesis with 50K atom-mapped reactions and 10 reaction types from USPTO. Task: Predict the reactants needed to synthesize the given product. (1) Given the product C[C@H](NC1CCc2ccccc21)C(=O)O, predict the reactants needed to synthesize it. The reactants are: CCOC(=O)[C@H](C)NC1CCc2ccccc21. (2) Given the product CCOC(=O)C(Cc1ccc(OC)c(C(=O)NCc2ccc(C(F)(F)F)cc2)c1)OC, predict the reactants needed to synthesize it. The reactants are: CCOC(=O)C(=Cc1ccc(OC)c(C(=O)NCc2ccc(C(F)(F)F)cc2)c1)OC. (3) Given the product O=C(NC1CCN(C(=O)C2CC2)CC1)c1c[nH]c2c(-c3c(OCC4CCC4)ccc4c3OCO4)ncnc12, predict the reactants needed to synthesize it. The reactants are: O=C(Cl)C1CC1.O=C(NC1CCNCC1)c1c[nH]c2c(-c3c(OCC4CCC4)ccc4c3OCO4)ncnc12. (4) Given the product Nc1cc(F)cc([N+](=O)[O-])c1N, predict the reactants needed to synthesize it. The reactants are: Nc1c([N+](=O)[O-])cc(F)cc1[N+](=O)[O-].